This data is from Reaction yield outcomes from USPTO patents with 853,638 reactions. The task is: Predict the reaction yield, written as a fraction of the theoretical maximum amount of product (1.0 means a 100% yield; for example, 0.34 means a 34% yield). The reactants are [OH:1][C:2]1[CH:7]=[CH:6][C:5]([C:8]2[N:9]([CH3:23])[C:10](=[O:22])[N:11]([CH3:21])[C:12]=2[C:13]2[CH:18]=[CH:17][C:16]([O:19][CH3:20])=[CH:15][CH:14]=2)=[CH:4][CH:3]=1.C([O-])([O-])=O.[K+].[K+].Cl.Cl[CH2:32][C:33]1[CH:42]=[CH:41][C:40]2[C:35](=[CH:36][CH:37]=[CH:38][CH:39]=2)[N:34]=1. No catalyst specified. The product is [CH3:20][O:19][C:16]1[CH:15]=[CH:14][C:13]([C:12]2[N:11]([CH3:21])[C:10](=[O:22])[N:9]([CH3:23])[C:8]=2[C:5]2[CH:6]=[CH:7][C:2]([O:1][CH2:32][C:33]3[CH:42]=[CH:41][C:40]4[C:35](=[CH:36][CH:37]=[CH:38][CH:39]=4)[N:34]=3)=[CH:3][CH:4]=2)=[CH:18][CH:17]=1. The yield is 0.390.